Dataset: NCI-60 drug combinations with 297,098 pairs across 59 cell lines. Task: Regression. Given two drug SMILES strings and cell line genomic features, predict the synergy score measuring deviation from expected non-interaction effect. (1) Drug 1: C1CN(CCN1C(=O)CCBr)C(=O)CCBr. Drug 2: C1CCC(C(C1)N)N.C(=O)(C(=O)[O-])[O-].[Pt+4]. Cell line: OVCAR3. Synergy scores: CSS=23.0, Synergy_ZIP=-7.01, Synergy_Bliss=-4.73, Synergy_Loewe=-6.28, Synergy_HSA=-1.91. (2) Drug 1: CC1=CC2C(CCC3(C2CCC3(C(=O)C)OC(=O)C)C)C4(C1=CC(=O)CC4)C. Drug 2: CC1C(C(CC(O1)OC2CC(CC3=C2C(=C4C(=C3O)C(=O)C5=C(C4=O)C(=CC=C5)OC)O)(C(=O)CO)O)N)O.Cl. Cell line: SNB-19. Synergy scores: CSS=51.9, Synergy_ZIP=3.83, Synergy_Bliss=2.87, Synergy_Loewe=-0.742, Synergy_HSA=5.52. (3) Drug 1: C1=CC=C(C=C1)NC(=O)CCCCCCC(=O)NO. Drug 2: CNC(=O)C1=NC=CC(=C1)OC2=CC=C(C=C2)NC(=O)NC3=CC(=C(C=C3)Cl)C(F)(F)F. Cell line: U251. Synergy scores: CSS=8.93, Synergy_ZIP=0.359, Synergy_Bliss=-0.207, Synergy_Loewe=-17.5, Synergy_HSA=-2.51. (4) Drug 1: CCN(CC)CCNC(=O)C1=C(NC(=C1C)C=C2C3=C(C=CC(=C3)F)NC2=O)C. Drug 2: C1=CC(=C(C=C1I)F)NC2=C(C=CC(=C2F)F)C(=O)NOCC(CO)O. Cell line: HCT116. Synergy scores: CSS=90.0, Synergy_ZIP=13.9, Synergy_Bliss=13.2, Synergy_Loewe=14.2, Synergy_HSA=20.8. (5) Drug 1: C1=C(C(=O)NC(=O)N1)N(CCCl)CCCl. Drug 2: C1C(C(OC1N2C=NC(=NC2=O)N)CO)O. Cell line: SF-268. Synergy scores: CSS=35.9, Synergy_ZIP=7.07, Synergy_Bliss=9.02, Synergy_Loewe=4.45, Synergy_HSA=5.60.